Dataset: Full USPTO retrosynthesis dataset with 1.9M reactions from patents (1976-2016). Task: Predict the reactants needed to synthesize the given product. Given the product [Cl:1][C:2]1[N:3]=[C:4]([N:11]2[CH2:12][CH2:13][O:14][CH2:15][CH2:16]2)[C:5]2[S:10][C:9]([CH:30]=[O:31])=[N:8][C:6]=2[N:7]=1, predict the reactants needed to synthesize it. The reactants are: [Cl:1][C:2]1[N:3]=[C:4]([N:11]2[CH2:16][CH2:15][O:14][CH2:13][CH2:12]2)[C:5]2[S:10][CH:9]=[N:8][C:6]=2[N:7]=1.C[Si]([N-][Si](C)(C)C)(C)C.[Li+].CN([CH:30]=[O:31])C.Cl.